Dataset: Catalyst prediction with 721,799 reactions and 888 catalyst types from USPTO. Task: Predict which catalyst facilitates the given reaction. (1) The catalyst class is: 234. Reactant: Br[CH2:2][C:3]([C:5]1[CH:10]=[CH:9][C:8]([Br:11])=[CH:7][CH:6]=1)=[O:4].C1N2CN3CN(C2)C[N:13]1C3.Cl. Product: [NH2:13][CH2:2][C:3]([C:5]1[CH:10]=[CH:9][C:8]([Br:11])=[CH:7][CH:6]=1)=[O:4]. (2) Reactant: [CH:1]([N:3]1[CH:7]=[CH:6][N:5]=[CH:4]1)=[CH2:2].[CH2:8]([Br:22])[CH2:9][CH2:10][CH2:11][CH2:12][CH2:13][CH2:14][CH2:15][CH2:16][CH2:17][CH2:18][CH2:19][CH2:20][CH3:21].CO. Product: [Br-:22].[CH:1]([N+:3]1[CH:7]=[CH:6][N:5]([CH2:21][CH2:20][CH2:19][CH2:18][CH2:17][CH2:16][CH2:15][CH2:14][CH2:13][CH2:12][CH2:11][CH2:10][CH2:9][CH3:8])[CH:4]=1)=[CH2:2]. The catalyst class is: 27. (3) Reactant: [NH2:1][C:2]1[N:3]=[N:4][C:5]([Cl:9])=[CH:6][C:7]=1[CH3:8].Br[CH2:11][C:12](=O)[CH3:13]. Product: [Cl:9][C:5]1[CH:6]=[C:7]([CH3:8])[C:2]2[N:3]([CH:11]=[C:12]([CH3:13])[N:1]=2)[N:4]=1. The catalyst class is: 10. (4) Reactant: [CH3:1][O:2][CH2:3][CH2:4][N:5]1[C:9]([C:10]([O:12]CC)=[O:11])=[CH:8][CH:7]=[N:6]1.[OH-].[Na+]. Product: [CH3:1][O:2][CH2:3][CH2:4][N:5]1[C:9]([C:10]([OH:12])=[O:11])=[CH:8][CH:7]=[N:6]1. The catalyst class is: 40. (5) Reactant: Cl.[Cl:2][C:3]1[C:7]([Cl:8])=[C:6]([CH3:9])[NH:5][C:4]=1[C:10]([NH:12][C@H:13]1[CH2:18][CH2:17][NH:16][CH2:15][C@H:14]1[C:19]([OH:21])=[O:20])=[O:11].Br[C:23]1[S:24][C:25]([C:28]([O:30][CH3:31])=[O:29])=[CH:26][N:27]=1.C(N(CC)C(C)C)(C)C. Product: [Cl:2][C:3]1[C:7]([Cl:8])=[C:6]([CH3:9])[NH:5][C:4]=1[C:10]([NH:12][C@H:13]1[CH2:18][CH2:17][N:16]([C:23]2[S:24][C:25]([C:28]([O:30][CH3:31])=[O:29])=[CH:26][N:27]=2)[CH2:15][C@H:14]1[C:19]([OH:21])=[O:20])=[O:11]. The catalyst class is: 31. (6) Reactant: Cl[C:2]1[CH:7]=[CH:6][C:5](Cl)=[CH:4][CH:3]=1.[Cl-].[NH4+:10]. Product: [CH:3]1[C:4]2[N:10]([C:2]3[CH:7]=[CH:6][C:5]([N:10]4[C:7]5[CH:6]=[CH:5][CH:4]=[CH:3][C:2]=5[C:5]5[C:4]4=[CH:3][CH:2]=[CH:7][CH:6]=5)=[CH:4][CH:3]=3)[C:7]3[C:2](=[CH:3][CH:4]=[CH:5][CH:6]=3)[C:5]=2[CH:6]=[CH:7][CH:2]=1. The catalyst class is: 22. (7) Reactant: [Cl:1][C:2]1[CH:7]=[C:6]([Cl:8])[CH:5]=[CH:4][C:3]=1[CH:9]1[S:15][CH2:14][CH2:13][N:12]([CH2:16][C:17](OC)=[O:18])[C:11]2[N:21]([CH3:30])[N:22]=[C:23]([C:24]3[CH:29]=[CH:28][CH:27]=[CH:26][N:25]=3)[C:10]1=2.[C-]#[N:32].[K+].N. Product: [Cl:1][C:2]1[CH:7]=[C:6]([Cl:8])[CH:5]=[CH:4][C:3]=1[CH:9]1[S:15][CH2:14][CH2:13][N:12]([CH2:16][C:17]([NH2:32])=[O:18])[C:11]2[N:21]([CH3:30])[N:22]=[C:23]([C:24]3[CH:29]=[CH:28][CH:27]=[CH:26][N:25]=3)[C:10]1=2. The catalyst class is: 5.